From a dataset of Full USPTO retrosynthesis dataset with 1.9M reactions from patents (1976-2016). Predict the reactants needed to synthesize the given product. Given the product [Cl:20][C:21]1[CH:22]=[C:23]([S:28][NH:19][C:4]2[CH:5]=[N:6][C:7]([O:8][C:9]3[CH:10]=[N:11][C:12]4[C:17]([CH:18]=3)=[CH:16][CH:15]=[CH:14][CH:13]=4)=[C:2]([Cl:1])[CH:3]=2)[CH:24]=[C:25]([Cl:27])[CH:26]=1, predict the reactants needed to synthesize it. The reactants are: [Cl:1][C:2]1[CH:3]=[C:4]([NH2:19])[CH:5]=[N:6][C:7]=1[O:8][C:9]1[CH:10]=[N:11][C:12]2[C:17]([CH:18]=1)=[CH:16][CH:15]=[CH:14][CH:13]=2.[Cl:20][C:21]1[CH:22]=[C:23]([S:28](Cl)(=O)=O)[CH:24]=[C:25]([Cl:27])[CH:26]=1.